Dataset: Full USPTO retrosynthesis dataset with 1.9M reactions from patents (1976-2016). Task: Predict the reactants needed to synthesize the given product. (1) Given the product [CH:7](=[N:16][C@H:17]([C:19]([O:21][CH:22]([CH3:24])[CH3:23])=[O:20])[CH3:18])[C:8]1[CH:13]=[CH:12][CH:11]=[CH:10][CH:9]=1, predict the reactants needed to synthesize it. The reactants are: S([O-])([O-])(=O)=O.[Mg+2].[CH:7](=O)[C:8]1[CH:13]=[CH:12][CH:11]=[CH:10][CH:9]=1.Cl.[NH2:16][C@H:17]([C:19]([O:21][CH:22]([CH3:24])[CH3:23])=[O:20])[CH3:18].C(N(CC)CC)C. (2) Given the product [F:23][CH:2]([F:1])[C:3]1[C:8]([N:9]2[CH2:14][CH2:13][N:12]([CH3:15])[CH2:11][CH2:10]2)=[C:7]([NH2:16])[CH:6]=[N:5][CH:4]=1, predict the reactants needed to synthesize it. The reactants are: [F:1][CH:2]([F:23])[C:3]1[CH:4]=[N:5][CH:6]=[C:7]([N:16]2C(C)=CC=C2C)[C:8]=1[N:9]1[CH2:14][CH2:13][N:12]([CH3:15])[CH2:11][CH2:10]1.NO.C(N(CC)CC)C.C(O)C.